From a dataset of Forward reaction prediction with 1.9M reactions from USPTO patents (1976-2016). Predict the product of the given reaction. (1) Given the reactants [C:1]([OH:10])(=O)[CH2:2][CH2:3][CH2:4][CH2:5][C:6](O)=O.[CH3:11][NH2:12], predict the reaction product. The product is: [CH3:11][N:12]1[CH2:6][CH2:5][CH2:4][CH2:3][CH2:2][C:1]1=[O:10]. (2) Given the reactants Cl[C:2]1[CH:7]=[CH:6][C:5]([C:8]2[C:17]3[C:12](=[CH:13][C:14]([S:18]([NH:21][C:22]4[CH:27]=[CH:26][N:25]=[CH:24][N:23]=4)(=[O:20])=[O:19])=[CH:15][CH:16]=3)[CH:11]=[CH:10][N:9]=2)=[C:4]([O:28][CH3:29])[CH:3]=1.[C:30]([C:32]1[CH:33]=[C:34](B(O)O)[CH:35]=[CH:36][CH:37]=1)#[N:31].P([O-])([O-])([O-])=O.[K+].[K+].[K+], predict the reaction product. The product is: [C:30]([C:32]1[CH:37]=[C:36]([C:2]2[CH:7]=[CH:6][C:5]([C:8]3[C:17]4[C:12](=[CH:13][C:14]([S:18]([NH:21][C:22]5[CH:27]=[CH:26][N:25]=[CH:24][N:23]=5)(=[O:19])=[O:20])=[CH:15][CH:16]=4)[CH:11]=[CH:10][N:9]=3)=[C:4]([O:28][CH3:29])[CH:3]=2)[CH:35]=[CH:34][CH:33]=1)#[N:31]. (3) Given the reactants [Cl:1][C:2]1[C:7]([CH3:8])=[CH:6][CH:5]=[CH:4][C:3]=1[CH3:9].[Br:10]N1C(=O)CCC1=O.C(OOC(=O)C1C=CC=CC=1)(=O)C1C=CC=CC=1, predict the reaction product. The product is: [Br:10][CH2:9][C:3]1[CH:4]=[CH:5][CH:6]=[C:7]([CH3:8])[C:2]=1[Cl:1]. (4) Given the reactants [OH:1][C:2]1[CH:3]=[C:4]2[C:8](=[CH:9][CH:10]=1)[NH:7][CH:6]=[CH:5]2.C(=O)([O-])[O-].[K+].[K+].Br[CH2:18][C:19]([O:21][CH2:22][CH3:23])=[O:20], predict the reaction product. The product is: [NH:7]1[C:8]2[C:4](=[CH:3][C:2]([O:1][CH2:18][C:19]([O:21][CH2:22][CH3:23])=[O:20])=[CH:10][CH:9]=2)[CH:5]=[CH:6]1. (5) Given the reactants [N:1]([C:4]1[CH:5]=[CH:6][C:7]([CH3:28])=[C:8]([C:10]([C:12]2[CH:17]=[CH:16][C:15]([NH:18][C:19]3[CH:24]=[CH:23][C:22]([F:25])=[CH:21][C:20]=3[F:26])=[CH:14][C:13]=2[Cl:27])=[O:11])[CH:9]=1)=[N+:2]=[N-:3].[CH3:29][C:30](=[O:33])[C:31]#[CH:32], predict the reaction product. The product is: [Cl:27][C:13]1[CH:14]=[C:15]([NH:18][C:19]2[CH:24]=[CH:23][C:22]([F:25])=[CH:21][C:20]=2[F:26])[CH:16]=[CH:17][C:12]=1[C:10]([C:8]1[CH:9]=[C:4]([N:1]2[CH:32]=[C:31]([C:30](=[O:33])[CH3:29])[N:3]=[N:2]2)[CH:5]=[CH:6][C:7]=1[CH3:28])=[O:11]. (6) Given the reactants [OH:1][C:2]1[C:3]([Se:16][C:17]2[CH:27]=[CH:26][C:20]([C:21]([O:23]CC)=[O:22])=[CH:19][CH:18]=2)=[CH:4][C:5]2[C:6]([CH3:15])([CH3:14])[CH2:7][CH2:8][C:9]([CH3:13])([CH3:12])[C:10]=2[CH:11]=1.[OH-].[Na+], predict the reaction product. The product is: [OH:1][C:2]1[C:3]([Se:16][C:17]2[CH:27]=[CH:26][C:20]([C:21]([OH:23])=[O:22])=[CH:19][CH:18]=2)=[CH:4][C:5]2[C:6]([CH3:15])([CH3:14])[CH2:7][CH2:8][C:9]([CH3:12])([CH3:13])[C:10]=2[CH:11]=1. (7) Given the reactants [OH:1][C:2]1[C:3](=[O:24])[CH:4]=[C:5](OC)[C:6](=[O:21])[C:7]=1[CH2:8][CH2:9][CH2:10][CH2:11][CH2:12][CH2:13][CH2:14][CH2:15][CH2:16][CH2:17][CH2:18][CH2:19][CH3:20].C([O-])(O)=O.[Na+].[CH3:30][NH:31][CH3:32], predict the reaction product. The product is: [CH3:30][N:31]([CH3:32])[C:5]1[C:6](=[O:21])[C:7]([CH2:8][CH2:9][CH2:10][CH2:11][CH2:12][CH2:13][CH2:14][CH2:15][CH2:16][CH2:17][CH2:18][CH2:19][CH3:20])=[C:2]([OH:1])[C:3](=[O:24])[CH:4]=1.